This data is from Peptide-MHC class I binding affinity with 185,985 pairs from IEDB/IMGT. The task is: Regression. Given a peptide amino acid sequence and an MHC pseudo amino acid sequence, predict their binding affinity value. This is MHC class I binding data. (1) The peptide sequence is FLVRPQVPL. The MHC is H-2-Ld with pseudo-sequence H-2-Ld. The binding affinity (normalized) is 0. (2) The peptide sequence is AFNCTFEYI. The MHC is HLA-A30:02 with pseudo-sequence HLA-A30:02. The binding affinity (normalized) is 0.330. (3) The peptide sequence is LQLTAVFAY. The MHC is HLA-A30:01 with pseudo-sequence HLA-A30:01. The binding affinity (normalized) is 0.0847. (4) The peptide sequence is WSILRQRCW. The MHC is HLA-A30:01 with pseudo-sequence HLA-A30:01. The binding affinity (normalized) is 0.0847. (5) The peptide sequence is YMGLVKKAK. The MHC is HLA-A02:01 with pseudo-sequence HLA-A02:01. The binding affinity (normalized) is 0.0847. (6) The peptide sequence is YSIVLHIQLE. The MHC is Mamu-A01 with pseudo-sequence Mamu-A01. The binding affinity (normalized) is 0.368. (7) The peptide sequence is FLRGRAYGI. The MHC is HLA-B15:03 with pseudo-sequence HLA-B15:03. The binding affinity (normalized) is 0.0863.